This data is from Experimentally validated miRNA-target interactions with 360,000+ pairs, plus equal number of negative samples. The task is: Binary Classification. Given a miRNA mature sequence and a target amino acid sequence, predict their likelihood of interaction. (1) The miRNA is hsa-miR-362-3p with sequence AACACACCUAUUCAAGGAUUCA. The protein sequence of the target gene is MAVELGVLLVRPRPGTGLGRVMRTLLLVLWLATRGSALYFHIGETEKKCFIEEIPDETMVIGNYRTQLYDKQREEYQPATPGLGMFVEVKDPEDKVILARQYGSEGRFTFTSHTPGEHQICLHSNSTKFSLFAGGMLRVHLDIQVGEHANDYAEIAAKDKLSELQLRVRQLVEQVEQIQKEQNYQRWREERFRQTSESTNQRVLWWSILQTLILVAIGVWQMRHLKSFFEAKKLV. Result: 1 (interaction). (2) The miRNA is mmu-miR-150-5p with sequence UCUCCCAACCCUUGUACCAGUG. The protein sequence of the target gene is MPALATGSACDMGLYELLAALPAQLQPHVDSQEDLTFLWDVFGEKSLHSLVKIHEKLHCYEKQNPLPILHGAAALADDLTEELQNKLPNSEIRELLKLLSKPNVKALLSVHDTVAQKSYDPVLPPVPDDIDDEEDSVKIIRLVKNSEPLGATIKKDEQTGAITVARIMRGGAADRSGLIHVGDELREVNGIPVEDKRPEEIIKILSQSKGAITFKIIPSTKEETPSKEGKIFIKALFDYDPKEDKAIPCKEAGLSFRKGDILQIMSQDDVTWWQAKHEGDANPRAGLIPSKHFQERRLAL.... Result: 1 (interaction). (3) The miRNA is rno-miR-135a-5p with sequence UAUGGCUUUUUAUUCCUAUGUGA. The protein sequence of the target gene is MARGCLCCLKYTMFLFNLIFWLCGCGLLGVGIWLSVSQGNFATFSPSFPSLSAANLVIAIGTIVMVTGFLGCLGAIKENKCLLLSFFIVLLIILLAELILIILFFVYMDKVNENAKQDLKEGLLLYNTENNVGLKNAWNIIQAEMRCCGVTDYTDWYPVLGENTVPDRCCMENSQGCGRNSTTPLWRTGCYEKVKLWFDDNKHVLGTVGMCILIMQILGMAFSMTLFQHIHRTGKKYDA. Result: 0 (no interaction). (4) The protein sequence of the target gene is MAADDKVAILTDDEEEQKRKYVLADPFNGICREPEPPSNETPSSTETSAIPEEEIDWIEKHCVKVNNDLLISKVFYFFFYSAYGSLYPLLPVYYKQLGMSPSQSGLLVGIRYFIEFCSAPFWGVVADRFRKGKIVLLFSLLCWVLFNLGIGFVKPATLRCLPKIPPTAHPTNVSHPVTVLPMNSSTVAFFSTPPKLLQKRDVQLSETEPNISDIDLVSTALTLTSEPTRRPQTEAITHPVTGLILNTSTVTLPPTGNVTRETTIAVVTTTKSLPSDQVTLVYDQQEVEAIFLIILVVVII.... The miRNA is hsa-miR-1203 with sequence CCCGGAGCCAGGAUGCAGCUC. Result: 0 (no interaction). (5) The miRNA is hsa-miR-371a-3p with sequence AAGUGCCGCCAUCUUUUGAGUGU. The protein sequence of the target gene is MFYVIGGITVSVVAFFFTIKFLFELAARVVSFLQNEDRERRGDRTIYDYVRGNYLDPRSCKVSWDWKDPYEVGHSMAFRVHLFYKNGQPFPAHRPVGLRVHISHVELAVEIPVTQEVLQEPNSNVVKVAFTVRKAGRYEITVKLGGLNVAYSPYYKIFQPGMVVPSKTKIVCHFSTLVLTCGQPHTLQIVPRDEYDNPTNNSMSLRDEHNYTLSIHELGPQEEESTGVSFEKSVTSNRQTFQVFLRLTLHSRGCFHACISYQNQPINNGEFDIIVLSEDEKNIVERNVSTSGVSIYFEAY.... Result: 1 (interaction). (6) Result: 0 (no interaction). The protein sequence of the target gene is MEAGGVADSFLSSACVLFTLGMFSTGLSDLRHMQRTRSVDNIQFLPFLTTDVNNLSWLSYGVLKGDGTLIIVNSVGAVLQTLYILAYLHYSPQKHGVLLQTATLLAVLLLGYGYFWLLVPDLEARLQQLGLFCSVFTISMYLSPLADLAKIVQTKSTQRLSFSLTIATLFCSASWSIYGFRLRDPYITVPNLPGILTSLIRLGLFCKYPPEQDRKYRLLQT. The miRNA is mmu-miR-466f-3p with sequence CAUACACACACACAUACACAC.